Task: Predict the reactants needed to synthesize the given product.. Dataset: Full USPTO retrosynthesis dataset with 1.9M reactions from patents (1976-2016) (1) Given the product [C:28]([O:27][C:25](=[O:26])[NH:24][C:20]1([C:17]2[CH:16]=[CH:15][C:14]([C:12]3[N:13]=[C:8]4[C:7]([O:38][CH3:39])=[CH:6][C:5]([C:3](=[O:2])[NH2:40])=[CH:10][N:9]4[C:11]=3[C:32]3[CH:33]=[CH:34][CH:35]=[CH:36][CH:37]=3)=[CH:19][CH:18]=2)[CH2:21][CH2:22][CH2:23]1)([CH3:30])([CH3:29])[CH3:31], predict the reactants needed to synthesize it. The reactants are: C[O:2][C:3]([C:5]1[CH:6]=[C:7]([O:38][CH3:39])[C:8]2[N:9]([C:11]([C:32]3[CH:37]=[CH:36][CH:35]=[CH:34][CH:33]=3)=[C:12]([C:14]3[CH:19]=[CH:18][C:17]([C:20]4([NH:24][C:25]([O:27][C:28]([CH3:31])([CH3:30])[CH3:29])=[O:26])[CH2:23][CH2:22][CH2:21]4)=[CH:16][CH:15]=3)[N:13]=2)[CH:10]=1)=O.[NH3:40]. (2) Given the product [F:15][C:16]1[CH:17]=[C:18]([N:31]2[CH2:35][C@H:34]([CH2:36][N:37]3[CH:41]=[CH:40][N:39]=[N:38]3)[O:33][C:32]2=[O:42])[CH:19]=[CH:20][C:21]=1[C:2]1[CH:7]=[N:6][C:5]([CH2:8][N:9]2[CH2:14][CH2:13][O:12][CH2:11][CH2:10]2)=[CH:4][CH:3]=1, predict the reactants needed to synthesize it. The reactants are: Br[C:2]1[CH:3]=[CH:4][C:5]([CH2:8][N:9]2[CH2:14][CH2:13][O:12][CH2:11][CH2:10]2)=[N:6][CH:7]=1.[F:15][C:16]1[CH:17]=[C:18]([N:31]2[CH2:35][C@H:34]([CH2:36][N:37]3[CH:41]=[CH:40][N:39]=[N:38]3)[O:33][C:32]2=[O:42])[CH:19]=[CH:20][C:21]=1B1OC(C)(C)C(C)(C)O1.C(=O)([O-])[O-].[Na+].[Na+]. (3) Given the product [Cl:24][S:20]([CH2:2][CH2:3][CH2:4][C:5]([O:7][CH2:8][C:9]1[CH:10]=[CH:11][CH:12]=[CH:13][CH:14]=1)=[O:6])(=[O:22])=[O:21], predict the reactants needed to synthesize it. The reactants are: S[CH2:2][CH2:3][CH2:4][C:5]([O:7][CH2:8][C:9]1[CH:14]=[CH:13][CH:12]=[CH:11][CH:10]=1)=[O:6].[N+]([O-])([O-])=O.[K+].[S:20]([Cl:24])(Cl)(=[O:22])=[O:21].C([O-])(O)=O.[Na+]. (4) Given the product [CH3:21][CH2:22][CH2:23][CH2:24][CH2:25][C@H:26]([OH:45])/[CH:27]=[CH:28]/[C@@H:29]1[C@@H:33]([CH2:34]/[CH:35]=[CH:36]\[CH2:37][CH2:38][CH2:39][C:40]([OH:42])=[O:41])[C:32](=[O:43])[CH2:31][C@H:30]1[OH:44], predict the reactants needed to synthesize it. The reactants are: N[C@@H](CCC(N[C@H](C(NCC(O)=O)=O)CS)=O)C(O)=O.[CH3:21][CH2:22][CH2:23][CH2:24][CH2:25][C@H:26]([OH:45])/[CH:27]=[CH:28]/[C@@H:29]1[C@@H:33]([CH2:34]/[CH:35]=[CH:36]\[CH2:37][CH2:38][CH2:39][C:40]([OH:42])=[O:41])[C@H:32]2[O:43][O:44][C@@H:30]1[CH2:31]2.C(#N)C.C([O-])(=O)CC(CC([O-])=O)(C([O-])=O)O. (5) Given the product [CH3:1][NH:2][C:3]1[CH:10]=[CH:9][C:6]([C:7]2[NH:13][N:12]=[N:11][N:8]=2)=[CH:5][CH:4]=1, predict the reactants needed to synthesize it. The reactants are: [CH3:1][NH:2][C:3]1[CH:10]=[CH:9][C:6]([C:7]#[N:8])=[CH:5][CH:4]=1.[N-:11]=[N+:12]=[N-:13].[Na+].[Cl-].C([NH+](CC)CC)C.Cl.